From a dataset of Full USPTO retrosynthesis dataset with 1.9M reactions from patents (1976-2016). Predict the reactants needed to synthesize the given product. (1) Given the product [CH:17]1[N:16]=[CH:15][N:14]2[CH:10]([C:9]3[CH:8]=[CH:7][C:4]([C:5]#[N:6])=[CH:3][C:2]=3[O:72][CH2:71][CH3:70])[CH2:11][CH2:12][C:13]=12, predict the reactants needed to synthesize it. The reactants are: Br[C:2]1[CH:3]=[C:4]([CH:7]=[CH:8][C:9]=1[CH:10]1[N:14]2[CH:15]=[N:16][CH:17]=[C:13]2[CH2:12][CH2:11]1)[C:5]#[N:6].C1C=CC(P(C2C(C3C(P(C4C=CC=CC=4)C4C=CC=CC=4)=CC=C4C=3C=CC=C4)=C3C(C=CC=C3)=CC=2)C2C=CC=CC=2)=CC=1.C([O-])([O-])=O.[Cs+].[Cs+].[CH3:70][CH2:71][OH:72]. (2) The reactants are: [S:1]1[CH:5]=[CH:4][N:3]=[C:2]1[CH:6]=O.[NH2:8][CH:9]([CH2:17][N:18]1[CH:22]=[CH:21][CH:20]=[N:19]1)[C:10]([O:12][C:13]([CH3:16])([CH3:15])[CH3:14])=[O:11]. Given the product [S:1]1[CH:5]=[CH:4][N:3]=[C:2]1[CH:6]=[N:8][CH:9]([CH2:17][N:18]1[CH:22]=[CH:21][CH:20]=[N:19]1)[C:10]([O:12][C:13]([CH3:16])([CH3:15])[CH3:14])=[O:11], predict the reactants needed to synthesize it. (3) Given the product [N:31]1[N:30]([C:34]2[CH:62]=[CH:61][CH:60]=[CH:59][C:35]=2[C:36]([N:38]2[C@H:43]([CH3:44])[CH2:42][CH2:41][C@@H:40]([C:45]3[O:46][C:54]([CH:55]([F:56])[F:57])=[C:48]([C:49]([O:51][CH2:52][CH3:53])=[O:50])[N:47]=3)[CH2:39]2)=[O:37])[N:29]=[CH:33][CH:32]=1, predict the reactants needed to synthesize it. The reactants are: II.C1C=CC(P(C2C=CC=CC=2)C2C=CC=CC=2)=CC=1.C(N(CC)CC)C.[N:29]1[N:30]([C:34]2[CH:62]=[CH:61][CH:60]=[CH:59][C:35]=2[C:36]([N:38]2[C@H:43]([CH3:44])[CH2:42][CH2:41][C@@H:40]([C:45]([NH:47][CH:48]([C:54](=O)[CH:55]([F:57])[F:56])[C:49]([O:51][CH2:52][CH3:53])=[O:50])=[O:46])[CH2:39]2)=[O:37])[N:31]=[CH:32][CH:33]=1. (4) Given the product [F:13][C:14]1[CH:19]=[CH:18][C:17]([N:20]2[C:8](=[O:10])[C:3]3[N:4]=[CH:5][CH:6]=[CH:7][C:2]=3[NH:1][C:21]2=[S:22])=[CH:16][CH:15]=1, predict the reactants needed to synthesize it. The reactants are: [NH2:1][C:2]1[C:3]([C:8]([O:10]CC)=O)=[N:4][CH:5]=[CH:6][CH:7]=1.[F:13][C:14]1[CH:19]=[CH:18][C:17]([N:20]=[C:21]=[S:22])=[CH:16][CH:15]=1. (5) Given the product [CH2:18]([O:20][CH2:1][C:8]1[O:12][N:11]=[C:10]([C:13]([OH:15])=[O:14])[CH:9]=1)[C:19]1[CH:13]=[CH:10][CH:9]=[CH:8][CH:1]=1, predict the reactants needed to synthesize it. The reactants are: [CH2:1]([C:8]1[O:12][N:11]=[C:10]([C:13]([O:15]CC)=[O:14])[CH:9]=1)C1C=CC=CC=1.[CH2:18]([OH:20])[CH3:19].[OH-].[K+]. (6) Given the product [NH2:1][C:2]1[N:7]=[CH:6][N:5]=[C:4]2[N:8]([CH:12]3[CH2:17][CH2:16][CH:15]([N:18]4[CH2:23][CH2:22][N:21]([C:24]([O:26][C:27]([CH3:30])([CH3:29])[CH3:28])=[O:25])[CH2:20][CH2:19]4)[CH2:14][CH2:13]3)[N:9]=[C:10]([C:35]3[CH:36]=[CH:37][C:32]([F:31])=[C:33]([N+:41]([O-:43])=[O:42])[CH:34]=3)[C:3]=12, predict the reactants needed to synthesize it. The reactants are: [NH2:1][C:2]1[N:7]=[CH:6][N:5]=[C:4]2[N:8]([CH:12]3[CH2:17][CH2:16][CH:15]([N:18]4[CH2:23][CH2:22][N:21]([C:24]([O:26][C:27]([CH3:30])([CH3:29])[CH3:28])=[O:25])[CH2:20][CH2:19]4)[CH2:14][CH2:13]3)[N:9]=[C:10](I)[C:3]=12.[F:31][C:32]1[CH:37]=[CH:36][C:35](B(O)O)=[CH:34][C:33]=1[N+:41]([O-:43])=[O:42].C(=O)([O-])[O-].[Na+].[Na+]. (7) Given the product [S:1]1[CH:5]=[CH:4][CH:3]=[C:2]1[C:6]1[CH:7]=[C:8](/[CH:9]=[CH:15]/[C:14]([C:17]2[CH:25]=[CH:24][C:20]([C:21]([OH:23])=[O:22])=[CH:19][CH:18]=2)=[O:16])[CH:11]=[CH:12][CH:13]=1, predict the reactants needed to synthesize it. The reactants are: [S:1]1[CH:5]=[CH:4][CH:3]=[C:2]1[C:6]1[CH:7]=[C:8]([CH:11]=[CH:12][CH:13]=1)[CH:9]=O.[C:14]([C:17]1[CH:25]=[CH:24][C:20]([C:21]([OH:23])=[O:22])=[CH:19][CH:18]=1)(=[O:16])[CH3:15].